The task is: Predict the reactants needed to synthesize the given product.. This data is from Full USPTO retrosynthesis dataset with 1.9M reactions from patents (1976-2016). (1) Given the product [CH3:18][C:19]1[CH:24]=[CH:23][C:22]([CH3:25])=[CH:21][C:20]=1[C:2]1[CH:7]=[C:6]([C:8]2[CH:17]=[CH:16][C:15]3[C:10](=[CH:11][CH:12]=[CH:13][CH:14]=3)[CH:9]=2)[N:5]=[CH:4][N:3]=1, predict the reactants needed to synthesize it. The reactants are: Cl[C:2]1[CH:7]=[C:6]([C:8]2[CH:17]=[CH:16][C:15]3[C:10](=[CH:11][CH:12]=[CH:13][CH:14]=3)[CH:9]=2)[N:5]=[CH:4][N:3]=1.[CH3:18][C:19]1[CH:24]=[CH:23][C:22]([CH3:25])=[CH:21][C:20]=1B(O)O.C(=O)([O-])[O-].[Na+].[Na+]. (2) Given the product [OH:2][CH2:3][C:4]1[CH:5]=[CH:6][C:7]([CH:8]=[CH:30][C:32]2[N:37]=[CH:36][C:35]([N:38]3[CH2:43][CH2:42][N:41]([C:44]([O:46][C:47]([CH3:50])([CH3:49])[CH3:48])=[O:45])[CH2:40][CH2:39]3)=[CH:34][CH:33]=2)=[CH:28][CH:29]=1, predict the reactants needed to synthesize it. The reactants are: [Cl-].[OH:2][CH2:3][C:4]1[CH:29]=[CH:28][C:7]([CH2:8][P+](C2C=CC=CC=2)(C2C=CC=CC=2)C2C=CC=CC=2)=[CH:6][CH:5]=1.[CH:30]([C:32]1[N:37]=[CH:36][C:35]([N:38]2[CH2:43][CH2:42][N:41]([C:44]([O:46][C:47]([CH3:50])([CH3:49])[CH3:48])=[O:45])[CH2:40][CH2:39]2)=[CH:34][CH:33]=1)=O.O1CCCC1.CC(C)([O-])C.[K+]. (3) The reactants are: [CH3:1][O:2][C:3]1[CH:8]=[CH:7][C:6]([OH:9])=[CH:5][CH:4]=1.Cl[C:11]1[C:20]2[C:15](=[C:16]([CH3:21])[CH:17]=[CH:18][CH:19]=2)[CH:14]=[C:13]([NH:22][C:23]2[CH:27]=[C:26]([CH3:28])[NH:25][N:24]=2)[N:12]=1. Given the product [CH3:21][C:16]1[CH:17]=[CH:18][CH:19]=[C:20]2[C:15]=1[CH:14]=[C:13]([NH:22][C:23]1[CH:27]=[C:26]([CH3:28])[NH:25][N:24]=1)[N:12]=[C:11]2[O:9][C:6]1[CH:7]=[CH:8][C:3]([O:2][CH3:1])=[CH:4][CH:5]=1, predict the reactants needed to synthesize it. (4) Given the product [C:33]([OH:40])(=[O:39])/[CH:34]=[CH:35]\[C:36]([OH:38])=[O:37].[Cl:1][C:2]1[CH:7]=[C:6]([O:8][C:9]2[C:18]3[C:13](=[CH:14][C:15]([O:21][CH3:22])=[C:16]([O:19][CH3:20])[CH:17]=3)[N:12]=[CH:11][CH:10]=2)[CH:5]=[CH:4][C:3]=1[NH:23][C:24]([NH:26][C:27]1[CH:31]=[C:30]([CH3:32])[O:29][N:28]=1)=[O:25], predict the reactants needed to synthesize it. The reactants are: [Cl:1][C:2]1[CH:7]=[C:6]([O:8][C:9]2[C:18]3[C:13](=[CH:14][C:15]([O:21][CH3:22])=[C:16]([O:19][CH3:20])[CH:17]=3)[N:12]=[CH:11][CH:10]=2)[CH:5]=[CH:4][C:3]=1[NH:23][C:24]([NH:26][C:27]1[CH:31]=[C:30]([CH3:32])[O:29][N:28]=1)=[O:25].[C:33]([OH:40])(=[O:39])/[CH:34]=[CH:35]\[C:36]([OH:38])=[O:37].O. (5) The reactants are: Br[CH2:2][C:3]([C:5]1[C:6]([C:11]2[CH:16]=[CH:15][CH:14]=[CH:13][CH:12]=2)=[N:7][O:8][C:9]=1[CH3:10])=O.[NH2:17][C:18]1[CH:27]=[CH:26][C:21]([C:22]([O:24][CH3:25])=[O:23])=[CH:20][N:19]=1. Given the product [CH3:25][O:24][C:22]([C:21]1[CH:26]=[CH:27][C:18]2[N:19]([CH:2]=[C:3]([C:5]3[C:6]([C:11]4[CH:16]=[CH:15][CH:14]=[CH:13][CH:12]=4)=[N:7][O:8][C:9]=3[CH3:10])[N:17]=2)[CH:20]=1)=[O:23], predict the reactants needed to synthesize it. (6) Given the product [ClH:30].[NH2:22][C:20]1[CH:21]=[C:16]([CH:17]=[C:18]([O:28][CH3:29])[C:19]=1[O:25][CH2:26][CH3:27])[CH2:15][C:8]1[C:7]2[C:12](=[C:13]([OH:14])[C:4]([O:3][CH2:1][CH3:2])=[CH:5][CH:6]=2)[CH:11]=[N:10][CH:9]=1, predict the reactants needed to synthesize it. The reactants are: [CH2:1]([O:3][C:4]1[C:13]([OH:14])=[C:12]2[C:7]([C:8]([CH2:15][C:16]3[CH:21]=[C:20]([N+:22]([O-])=O)[C:19]([O:25][CH2:26][CH3:27])=[C:18]([O:28][CH3:29])[CH:17]=3)=[CH:9][N:10]=[CH:11]2)=[CH:6][CH:5]=1)[CH3:2].[ClH:30].[NH4+].[OH-].CO. (7) Given the product [S:4]1[CH:8]=[CH:7][CH:6]=[C:5]1[S:9][CH2:10][CH2:11][N:12]1[CH2:17][CH2:16][C@@H:15]([CH2:18][CH2:19][C:20](=[N:2][OH:3])[C:21]2[C:30]3[C:25](=[CH:26][CH:27]=[C:28]([O:31][CH3:32])[CH:29]=3)[N:24]=[CH:23][CH:22]=2)[C@@H:14]([C:34]([O:36][CH3:37])=[O:35])[CH2:13]1, predict the reactants needed to synthesize it. The reactants are: Cl.[NH2:2][OH:3].[S:4]1[CH:8]=[CH:7][CH:6]=[C:5]1[S:9][CH2:10][CH2:11][N:12]1[CH2:17][CH2:16][C@@H:15]([CH2:18][CH2:19][C:20](=O)[C:21]2[C:30]3[C:25](=[CH:26][CH:27]=[C:28]([O:31][CH3:32])[CH:29]=3)[N:24]=[CH:23][CH:22]=2)[C@@H:14]([C:34]([O:36][CH3:37])=[O:35])[CH2:13]1.